This data is from Catalyst prediction with 721,799 reactions and 888 catalyst types from USPTO. The task is: Predict which catalyst facilitates the given reaction. (1) Reactant: C(O[C:6]([NH:8][C@@H:9]([CH2:33][C:34]#[CH:35])[C:10]([NH:12][C@@H:13]([CH2:24][C:25]1[CH:30]=[CH:29][C:28]([O:31][CH3:32])=[CH:27][CH:26]=1)[C:14]([O:16][CH2:17][C:18]1[CH:23]=[CH:22][CH:21]=[CH:20][CH:19]=1)=[O:15])=[O:11])=[O:7])(C)(C)C.C(O)(C(F)(F)F)=O.[O:43]1[CH2:48][CH2:47][N:46]([CH2:49]C(O)=O)[CH2:45][CH2:44]1.CN(C(ON1N=NC2C=CC=NC1=2)=[N+](C)C)C.F[P-](F)(F)(F)(F)F.CN1CCOCC1. Product: [CH3:32][O:31][C:28]1[CH:29]=[CH:30][C:25]([CH2:24][C@H:13]([NH:12][C:10](=[O:11])[C@@H:9]([NH:8][C:6](=[O:7])[CH2:49][N:46]2[CH2:47][CH2:48][O:43][CH2:44][CH2:45]2)[CH2:33][C:34]#[CH:35])[C:14]([O:16][CH2:17][C:18]2[CH:23]=[CH:22][CH:21]=[CH:20][CH:19]=2)=[O:15])=[CH:26][CH:27]=1. The catalyst class is: 46. (2) Reactant: [H-].[Na+].[N+:3]([C:6]1[CH:7]=[N:8][N:9]2[CH2:13][CH2:12][NH:11][C:10]=12)([O-:5])=[O:4].[C:14](O[C:14]([O:16][C:17]([CH3:20])([CH3:19])[CH3:18])=[O:15])([O:16][C:17]([CH3:20])([CH3:19])[CH3:18])=[O:15].O. Product: [N+:3]([C:6]1[CH:7]=[N:8][N:9]2[CH2:13][CH2:12][N:11]([C:14]([O:16][C:17]([CH3:20])([CH3:19])[CH3:18])=[O:15])[C:10]=12)([O-:5])=[O:4]. The catalyst class is: 3. (3) Reactant: [Cl:1][C:2]1[CH:3]=[C:4]2[CH:10]=[CH:9][N:8]([C:11]3[N:15]([CH3:16])[N:14]=[C:13]([CH3:17])[C:12]=3/[CH:18]=[CH:19]/[C:20](O)=[O:21])[C:5]2=[N:6][CH:7]=1.CC1C=CC=C([N+]([O-])=O)C=1C(OC(=O)C1C([N+]([O-])=O)=CC=CC=1C)=O.[CH:48]1([CH2:51][NH:52][S:53]([NH2:56])(=[O:55])=[O:54])[CH2:50][CH2:49]1.C(N(CC)CC)C. Product: [Cl:1][C:2]1[CH:3]=[C:4]2[CH:10]=[CH:9][N:8]([C:11]3[N:15]([CH3:16])[N:14]=[C:13]([CH3:17])[C:12]=3/[CH:18]=[CH:19]/[C:20]([NH:56][S:53]([NH:52][CH2:51][CH:48]3[CH2:50][CH2:49]3)(=[O:55])=[O:54])=[O:21])[C:5]2=[N:6][CH:7]=1. The catalyst class is: 594. (4) Reactant: Cl.C1C2C(COC([N:19]3[CH2:24][CH:23]([C:25](=[O:45])[N:26]([CH:42]4[CH2:44][CH2:43]4)[CH2:27][C:28]4[CH:33]=[C:32]([O:34][CH2:35][CH2:36][CH2:37][O:38][CH3:39])[CH:31]=[C:30]([O:40][CH3:41])[CH:29]=4)[CH2:22][CH:21]([NH2:46])[CH2:20]3)=O)C3C(=CC=CC=3)C=2C=CC=1.[C:55](O[C:55]([O:57][C:58]([CH3:61])([CH3:60])[CH3:59])=[O:56])([O:57][C:58]([CH3:61])([CH3:60])[CH3:59])=[O:56]. Product: [C:58]([O:57][C:55](=[O:56])[NH:46][C@@H:21]1[CH2:22][C@H:23]([C:25](=[O:45])[N:26]([CH:42]2[CH2:43][CH2:44]2)[CH2:27][C:28]2[CH:33]=[C:32]([O:34][CH2:35][CH2:36][CH2:37][O:38][CH3:39])[CH:31]=[C:30]([O:40][CH3:41])[CH:29]=2)[CH2:24][NH:19][CH2:20]1)([CH3:59])([CH3:60])[CH3:61]. The catalyst class is: 23. (5) Reactant: [CH3:1][C:2]1[N:7]=[CH:6][C:5]2[CH:8]=[N:9][NH:10][C:4]=2[CH:3]=1.[I:11]I.[OH-].[K+]. Product: [I:11][C:8]1[C:5]2[CH:6]=[N:7][C:2]([CH3:1])=[CH:3][C:4]=2[NH:10][N:9]=1. The catalyst class is: 3. (6) Reactant: [NH2:1][CH2:2][CH2:3][O:4][C:5]1[C:10]([CH3:11])=[CH:9][C:8]([C:12]2[NH:21][C:20](=[O:22])[C:19]3[C:14](=[CH:15][C:16]([O:25][CH3:26])=[CH:17][C:18]=3[O:23][CH3:24])[N:13]=2)=[CH:7][C:6]=1[CH3:27].[C:28]1([CH3:37])[CH:33]=[CH:32][C:31]([C:34](Cl)=[O:35])=[CH:30][CH:29]=1.CCN(C(C)C)C(C)C. Product: [CH3:24][O:23][C:18]1[CH:17]=[C:16]([O:25][CH3:26])[CH:15]=[C:14]2[C:19]=1[C:20](=[O:22])[NH:21][C:12]([C:8]1[CH:9]=[C:10]([CH3:11])[C:5]([O:4][CH2:3][CH2:2][NH:1][C:34](=[O:35])[C:31]3[CH:32]=[CH:33][C:28]([CH3:37])=[CH:29][CH:30]=3)=[C:6]([CH3:27])[CH:7]=1)=[N:13]2. The catalyst class is: 2. (7) The catalyst class is: 3. Reactant: Br[CH2:2][CH2:3][CH2:4][C:5]([NH:7][C:8]1[CH:13]=[CH:12][N:11]2[N:14]=[C:15]([C:27]3[CH:32]=[CH:31][CH:30]=[CH:29][CH:28]=3)[C:16]([C:17]3[CH:18]=[CH:19][C:20](=[O:26])[N:21]([CH:23]([CH3:25])[CH3:24])[N:22]=3)=[C:10]2[CH:9]=1)=[O:6].[H-].[Na+].O. Product: [O:6]=[C:5]1[CH2:4][CH2:3][CH2:2][N:7]1[C:8]1[CH:13]=[CH:12][N:11]2[N:14]=[C:15]([C:27]3[CH:32]=[CH:31][CH:30]=[CH:29][CH:28]=3)[C:16]([C:17]3[CH:18]=[CH:19][C:20](=[O:26])[N:21]([CH:23]([CH3:25])[CH3:24])[N:22]=3)=[C:10]2[CH:9]=1. (8) Reactant: [F:1][C:2]1[CH:7]=[CH:6][C:5]([C:8]2[N:9]=[C:10]([C@H:16]3[CH2:21][CH2:20][NH:19][CH2:18][C@H:17]3[F:22])[N:11]([CH2:13][CH2:14][OH:15])[CH:12]=2)=[CH:4][C:3]=1[CH3:23].Cl[C:25]1[N:30]=[CH:29][N:28]=[C:27]([NH2:31])[C:26]=1[CH:32]([CH3:34])[CH3:33]. The catalyst class is: 37. Product: [NH2:31][C:27]1[N:28]=[CH:29][N:30]=[C:25]([N:19]2[CH2:20][CH2:21][C@H:16]([C:10]3[N:11]([CH2:13][CH2:14][OH:15])[CH:12]=[C:8]([C:5]4[CH:6]=[CH:7][C:2]([F:1])=[C:3]([CH3:23])[CH:4]=4)[N:9]=3)[C@H:17]([F:22])[CH2:18]2)[C:26]=1[CH:32]([CH3:34])[CH3:33]. (9) Reactant: [N:1]1([C:10]2[CH:15]=[CH:14][N:13]=[C:12]([NH:16][C@H:17]3[CH2:22][CH2:21][C@H:20]([C:23](O)=[O:24])[CH2:19][CH2:18]3)[N:11]=2)[C:9]2[C:4](=[CH:5][CH:6]=[CH:7][CH:8]=2)[CH:3]=[N:2]1.N[C:27]([OH:31])([CH2:29][CH3:30])[CH3:28].F[P-](F)(F)(F)(F)F.[N:39]1(O[P+](N(C)C)(N(C)C)N(C)C)C2C=CC=CC=2N=N1.CCN(C(C)C)C(C)C. Product: [OH:31][CH:27]([CH3:28])[CH2:29][CH2:30][NH:39][C:23]([C@H:20]1[CH2:21][CH2:22][C@H:17]([NH:16][C:12]2[N:11]=[C:10]([N:1]3[C:9]4[C:4](=[CH:5][CH:6]=[CH:7][CH:8]=4)[CH:3]=[N:2]3)[CH:15]=[CH:14][N:13]=2)[CH2:18][CH2:19]1)=[O:24]. The catalyst class is: 20. (10) Reactant: C(OC(=O)[NH:7][CH2:8][CH2:9][N:10]([C:13]1[CH:18]=[CH:17][C:16]([Br:19])=[CH:15][CH:14]=1)[CH2:11][CH3:12])(C)(C)C.O1CCOCC1.[ClH:27]. Product: [ClH:27].[ClH:27].[Br:19][C:16]1[CH:15]=[CH:14][C:13]([N:10]([CH2:11][CH3:12])[CH2:9][CH2:8][NH2:7])=[CH:18][CH:17]=1. The catalyst class is: 12.